From a dataset of NCI-60 drug combinations with 297,098 pairs across 59 cell lines. Regression. Given two drug SMILES strings and cell line genomic features, predict the synergy score measuring deviation from expected non-interaction effect. (1) Cell line: UO-31. Synergy scores: CSS=21.1, Synergy_ZIP=-5.68, Synergy_Bliss=2.96, Synergy_Loewe=-1.21, Synergy_HSA=1.51. Drug 2: CC(C)(C#N)C1=CC(=CC(=C1)CN2C=NC=N2)C(C)(C)C#N. Drug 1: CC1=C(N=C(N=C1N)C(CC(=O)N)NCC(C(=O)N)N)C(=O)NC(C(C2=CN=CN2)OC3C(C(C(C(O3)CO)O)O)OC4C(C(C(C(O4)CO)O)OC(=O)N)O)C(=O)NC(C)C(C(C)C(=O)NC(C(C)O)C(=O)NCCC5=NC(=CS5)C6=NC(=CS6)C(=O)NCCC[S+](C)C)O. (2) Drug 1: COC1=C(C=C2C(=C1)N=CN=C2NC3=CC(=C(C=C3)F)Cl)OCCCN4CCOCC4. Drug 2: C1C(C(OC1N2C=NC3=C(N=C(N=C32)Cl)N)CO)O. Cell line: OVCAR3. Synergy scores: CSS=29.0, Synergy_ZIP=-3.37, Synergy_Bliss=-0.407, Synergy_Loewe=-0.133, Synergy_HSA=0.631. (3) Drug 1: CN1C2=C(C=C(C=C2)N(CCCl)CCCl)N=C1CCCC(=O)O.Cl. Drug 2: C1CN(P(=O)(OC1)NCCCl)CCCl. Cell line: ACHN. Synergy scores: CSS=-2.42, Synergy_ZIP=3.46, Synergy_Bliss=3.92, Synergy_Loewe=1.08, Synergy_HSA=0.135.